This data is from Catalyst prediction with 721,799 reactions and 888 catalyst types from USPTO. The task is: Predict which catalyst facilitates the given reaction. (1) Reactant: C(OC(=O)[NH:7][C:8]1[CH:13]=[CH:12][C:11]([C:14]2[N:15]=[N:16][NH:17][C:18]=2[C:19]#[N:20])=[CH:10][C:9]=1/[CH:21]=[CH:22]/[C:23]1[CH:28]=[CH:27][CH:26]=[C:25]([C:29]([F:32])([F:31])[F:30])[CH:24]=1)(C)(C)C.C(O)(C(F)(F)F)=O. Product: [NH2:7][C:8]1[CH:13]=[CH:12][C:11]([C:14]2[N:15]=[N:16][NH:17][C:18]=2[C:19]#[N:20])=[CH:10][C:9]=1/[CH:21]=[CH:22]/[C:23]1[CH:28]=[CH:27][CH:26]=[C:25]([C:29]([F:32])([F:31])[F:30])[CH:24]=1. The catalyst class is: 2. (2) Reactant: [CH2:1]([N:4]([C@@H:33]([CH3:38])[C:34]([F:37])([F:36])[F:35])[S:5]([C:8]1[CH:9]=[CH:10][C:11]([C:14]2[N:15](C(OC(C)(C)C)=O)[C:16]3[C:21]([CH:22]=2)=[CH:20][CH:19]=[C:18]([CH:23]2[CH2:25][CH2:24]2)[CH:17]=3)=[N:12][CH:13]=1)(=[O:7])=[O:6])[CH:2]=[CH2:3].N1CCCC1. Product: [CH2:1]([N:4]([C@@H:33]([CH3:38])[C:34]([F:35])([F:37])[F:36])[S:5]([C:8]1[CH:13]=[N:12][C:11]([C:14]2[NH:15][C:16]3[C:21]([CH:22]=2)=[CH:20][CH:19]=[C:18]([CH:23]2[CH2:25][CH2:24]2)[CH:17]=3)=[CH:10][CH:9]=1)(=[O:6])=[O:7])[CH:2]=[CH2:3]. The catalyst class is: 10.